From a dataset of Forward reaction prediction with 1.9M reactions from USPTO patents (1976-2016). Predict the product of the given reaction. (1) Given the reactants Br[C:2]1[CH:3]([O:10][CH2:11][CH2:12][CH2:13][CH2:14][CH2:15][CH2:16][OH:17])[CH2:4][CH2:5][CH2:6][CH2:7][CH2:8][CH:9]=1.C1CCN2C(=NCCC2)CC1.CCCCCC.CCOC(C)=O, predict the reaction product. The product is: [CH:3]1([O:10][CH2:11][CH2:12][CH2:13][CH2:14][CH2:15][CH2:16][OH:17])[CH2:4][CH2:5][CH2:6][CH2:7][CH2:8][C:9]#[C:2]1. (2) The product is: [CH2:1]([N:8]1[CH:12]=[C:11]([C:13]2[CH:18]=[CH:17][C:16]([Cl:19])=[CH:15][C:14]=2[Cl:20])[N:10]=[C:9]1/[CH:21]=[CH:22]/[C:23]1[CH:28]=[CH:27][C:26]([C:29]2[CH:30]=[CH:31][C:32]([O:35][CH2:36][CH2:46][CH2:47][C:48]([OH:50])=[O:49])=[CH:33][CH:34]=2)=[CH:25][CH:24]=1)[C:2]1[CH:7]=[CH:6][CH:5]=[CH:4][CH:3]=1. Given the reactants [CH2:1]([N:8]1[CH:12]=[C:11]([C:13]2[CH:18]=[CH:17][C:16]([Cl:19])=[CH:15][C:14]=2[Cl:20])[N:10]=[C:9]1/[CH:21]=[CH:22]/[C:23]1[CH:28]=[CH:27][C:26]([C:29]2[CH:34]=[CH:33][C:32]([O:35][CH3:36])=[CH:31][CH:30]=2)=[CH:25][CH:24]=1)[C:2]1[CH:7]=[CH:6][CH:5]=[CH:4][CH:3]=1.C1(O)C=CC=CC=1.BrC[CH2:46][CH2:47][C:48]([O:50]C)=[O:49], predict the reaction product.